This data is from Peptide-MHC class I binding affinity with 185,985 pairs from IEDB/IMGT. The task is: Regression. Given a peptide amino acid sequence and an MHC pseudo amino acid sequence, predict their binding affinity value. This is MHC class I binding data. (1) The peptide sequence is VIFPLQEGSH. The MHC is Mamu-B08 with pseudo-sequence Mamu-B08. The binding affinity (normalized) is 0. (2) The peptide sequence is GYMFESKSM. The MHC is HLA-A03:01 with pseudo-sequence HLA-A03:01. The binding affinity (normalized) is 0.0847. (3) The peptide sequence is AYDDAEQMY. The MHC is HLA-A26:01 with pseudo-sequence HLA-A26:01. The binding affinity (normalized) is 0.0847. (4) The peptide sequence is AEMVAKYDL. The MHC is HLA-A25:01 with pseudo-sequence HLA-A25:01. The binding affinity (normalized) is 0.0847. (5) The peptide sequence is AVNAATYNR. The MHC is HLA-B48:01 with pseudo-sequence HLA-B48:01. The binding affinity (normalized) is 0.0847. (6) The MHC is HLA-A01:01 with pseudo-sequence HLA-A01:01. The peptide sequence is TTEAILPEY. The binding affinity (normalized) is 0.684.